This data is from HIV replication inhibition screening data with 41,000+ compounds from the AIDS Antiviral Screen. The task is: Binary Classification. Given a drug SMILES string, predict its activity (active/inactive) in a high-throughput screening assay against a specified biological target. (1) The molecule is COc1ccc(C(=NNC(=S)NN)C(c2ccc(OC)cc2)C2C(=O)Oc3ccccc32)cc1. The result is 0 (inactive). (2) The result is 0 (inactive). The compound is CC1(S)CC2C(CC1Sc1ccccc1)C2(C)C. (3) The molecule is CC(C(=O)O)c1ccc2c(c1)[nH]c1ccc(Cl)cc12. The result is 0 (inactive).